Dataset: Forward reaction prediction with 1.9M reactions from USPTO patents (1976-2016). Task: Predict the product of the given reaction. (1) Given the reactants [Cl:1][C:2]1[CH:7]=[C:6]([Cl:8])[N:5]=[CH:4][N:3]=1.[N+:9]([C:12]1[CH:18]=[CH:17][C:15]([NH2:16])=[CH:14][CH:13]=1)([O-:11])=[O:10].Cl, predict the reaction product. The product is: [ClH:1].[Cl:8][C:6]1[N:5]=[CH:4][N:3]=[C:2]([NH:16][C:15]2[CH:17]=[CH:18][C:12]([N+:9]([O-:11])=[O:10])=[CH:13][CH:14]=2)[CH:7]=1. (2) The product is: [CH3:1][O:2][C:3](=[O:24])[C:4]1[C:5](=[C:10]([CH3:23])[C:11]([CH:27]=[CH2:28])=[CH:12][C:13]=1[OH:14])[C:6]([O:8][CH3:9])=[O:7]. Given the reactants [CH3:1][O:2][C:3](=[O:24])[C:4]1[C:5](=[C:10]([CH3:23])[C:11](OS(C(F)(F)F)(=O)=O)=[CH:12][C:13]=1[OH:14])[C:6]([O:8][CH3:9])=[O:7].[Cl-].[Li+].[C:27]1([As](C2C=CC=CC=2)C2C=CC=CC=2)C=CC=C[CH:28]=1.C(C([Sn])=C(CCCC)CCCC)CCC.[F-].[K+], predict the reaction product. (3) Given the reactants [NH2:1][CH:2]1[CH2:7][CH2:6][CH2:5][CH:4]([NH:8][C:9]2[CH:18]=[CH:17][C:16]3[C:11](=[CH:12][CH:13]=[C:14]([N:19]([CH3:21])[CH3:20])[CH:15]=3)[N:10]=2)[CH2:3]1.[S:22]1[CH:26]=[CH:25][C:24]([CH:27]=O)=[CH:23]1, predict the reaction product. The product is: [CH3:20][N:19]([CH3:21])[C:14]1[CH:15]=[C:16]2[C:11](=[CH:12][CH:13]=1)[N:10]=[C:9]([NH:8][CH:4]1[CH2:5][CH2:6][CH2:7][CH:2]([NH:1][CH2:27][C:24]3[CH:25]=[CH:26][S:22][CH:23]=3)[CH2:3]1)[CH:18]=[CH:17]2. (4) The product is: [C:39]([O:38][C:37]([N:36]([C:31]1[C:32]2[C:27](=[CH:26][C:25]([NH:24][C@H:12]3[C:10](=[O:11])[N:9]([CH3:51])[CH2:8][C:6]4[CH:7]=[C:2]([CH:3]=[CH:4][C:5]=4[S:52]([CH:55]4[CH2:56][CH2:57]4)(=[O:54])=[O:53])[NH:1][C:58](=[O:59])[O:21][CH2:20][C@H:19]([CH3:22])[C:16]4[CH:17]=[CH:18][C:13]3=[CH:14][C:15]=4[CH3:23])=[C:34]([F:35])[CH:33]=2)[CH:28]=[CH:29][N:30]=1)[C:44](=[O:45])[O:46][C:47]([CH3:48])([CH3:49])[CH3:50])=[O:43])([CH3:41])([CH3:40])[CH3:42]. Given the reactants [NH2:1][C:2]1[CH:3]=[CH:4][C:5]([S:52]([CH:55]2[CH2:57][CH2:56]2)(=[O:54])=[O:53])=[C:6]([CH2:8][N:9]([CH3:51])[C:10]([CH:12]([NH:24][C:25]2[CH:26]=[C:27]3[C:32](=[CH:33][C:34]=2[F:35])[C:31]([N:36]([C:44]([O:46][C:47]([CH3:50])([CH3:49])[CH3:48])=[O:45])[C:37](=[O:43])[O:38][C:39]([CH3:42])([CH3:41])[CH3:40])=[N:30][CH:29]=[CH:28]3)[C:13]2[CH:18]=[CH:17][C:16]([C@@H:19]([CH3:22])[CH2:20][OH:21])=[C:15]([CH3:23])[CH:14]=2)=[O:11])[CH:7]=1.[C:58](Cl)(Cl)=[O:59], predict the reaction product.